From a dataset of Catalyst prediction with 721,799 reactions and 888 catalyst types from USPTO. Predict which catalyst facilitates the given reaction. Reactant: [N:1]1([CH2:7][CH2:8][CH2:9][OH:10])[CH2:6][CH2:5][O:4][CH2:3][CH2:2]1.CS(Cl)(=O)=O.C(=O)([O-])[O-].[K+].[K+].O[C:23]1[CH:24]=[C:25]([CH:28]=[CH:29][C:30]=1[O:31][CH3:32])[C:26]#[N:27]. Product: [CH3:32][O:31][C:30]1[CH:29]=[CH:28][C:25]([C:26]#[N:27])=[CH:24][C:23]=1[O:10][CH2:9][CH2:8][CH2:7][N:1]1[CH2:6][CH2:5][O:4][CH2:3][CH2:2]1. The catalyst class is: 4.